This data is from Full USPTO retrosynthesis dataset with 1.9M reactions from patents (1976-2016). The task is: Predict the reactants needed to synthesize the given product. (1) Given the product [N:20]1([CH2:25][CH2:24][N:8]2[C:9]3[C:5](=[C:4]([N+:1]([O-:3])=[O:2])[CH:12]=[CH:11][CH:10]=3)[CH:6]=[N:7]2)[CH2:26][CH2:13][O:16][CH2:22][CH2:21]1, predict the reactants needed to synthesize it. The reactants are: [N+:1]([C:4]1[CH:12]=[CH:11][CH:10]=[C:9]2[C:5]=1[CH:6]=[N:7][NH:8]2)([O-:3])=[O:2].[C:13](=[O:16])([O-])[O-].[K+].[K+].Cl.[NH:20]1[CH2:25][CH2:24]O[CH2:22][CH2:21]1.[CH3:26]N(C=O)C. (2) Given the product [CH3:1][O:2][C:3]1[CH:28]=[CH:27][C:6]([CH2:7][N:8]2[C:12]3=[N:13][CH:14]=[CH:15][C:16]([O:17][C:18]4[CH:23]=[CH:22][C:21]([NH2:24])=[CH:20][C:19]=4[F:25])=[C:11]3[C:10]([NH:39][CH:36]3[CH2:37][CH2:38][N:33]([CH2:32][CH2:31][O:30][CH3:29])[CH2:34][CH2:35]3)=[N:9]2)=[CH:5][CH:4]=1, predict the reactants needed to synthesize it. The reactants are: [CH3:1][O:2][C:3]1[CH:28]=[CH:27][C:6]([CH2:7][N:8]2[C:12]3=[N:13][CH:14]=[CH:15][C:16]([O:17][C:18]4[CH:23]=[CH:22][C:21]([NH2:24])=[CH:20][C:19]=4[F:25])=[C:11]3[C:10](I)=[N:9]2)=[CH:5][CH:4]=1.[CH3:29][O:30][CH2:31][CH2:32][N:33]1[CH2:38][CH2:37][CH:36]([NH2:39])[CH2:35][CH2:34]1.N1CCC[C@H]1C(O)=O.C([O-])([O-])=O.[K+].[K+]. (3) Given the product [CH2:17]([NH:19][NH:20][C:3](=[NH:10])[C:4]1[CH:9]=[CH:8][CH:7]=[N:6][CH:5]=1)[CH3:18], predict the reactants needed to synthesize it. The reactants are: CO[C:3](=[NH:10])[C:4]1[CH:9]=[CH:8][CH:7]=[N:6][CH:5]=1.C(O)(=O)C(O)=O.[CH2:17]([NH:19][NH2:20])[CH3:18].